This data is from Full USPTO retrosynthesis dataset with 1.9M reactions from patents (1976-2016). The task is: Predict the reactants needed to synthesize the given product. (1) Given the product [NH4+:10].[OH-:1].[O:7]1[CH2:8][CH2:9][NH:10][C:5]2[CH:4]=[CH:3][C:2]([OH:1])=[CH:12][C:6]1=2, predict the reactants needed to synthesize it. The reactants are: [OH:1][C:2]1[CH:3]=[CH:4][C:5]2[NH:10][C:9](=O)[CH2:8][O:7][C:6]=2[CH:12]=1.C1COCC1. (2) Given the product [Cl:23][C:24]1[CH:25]=[C:26]([S:30]([N:16]([CH2:15][C:14]([N:10]2[CH2:11][C:12](=[O:13])[N:8]([C:4]3[CH:5]=[CH:6][CH:7]=[C:2]([Cl:1])[C:3]=3[CH3:22])[CH2:9]2)=[O:21])[CH2:17][CH2:18][O:19][CH3:20])(=[O:32])=[O:31])[CH:27]=[CH:28][CH:29]=1, predict the reactants needed to synthesize it. The reactants are: [Cl:1][C:2]1[C:3]([CH3:22])=[C:4]([N:8]2[C:12](=[O:13])[CH2:11][N:10]([C:14](=[O:21])[CH2:15][NH:16][CH2:17][CH2:18][O:19][CH3:20])[CH2:9]2)[CH:5]=[CH:6][CH:7]=1.[Cl:23][C:24]1[CH:25]=[C:26]([S:30](Cl)(=[O:32])=[O:31])[CH:27]=[CH:28][CH:29]=1. (3) The reactants are: [O:1]=[C:2]1[N:11]([NH:12][S:13]([CH3:16])(=[O:15])=[O:14])[C:10](=[O:17])[C:9]2[C:4](=[CH:5][C:6]([C:23]([F:26])([F:25])[F:24])=[C:7]([C@H:18]3[CH2:22][CH2:21][CH2:20][O:19]3)[CH:8]=2)[NH:3]1.[C:27](Cl)(=[O:32])[CH2:28][CH2:29][CH2:30][CH3:31]. Given the product [O:1]=[C:2]1[N:11]([N:12]([C:27](=[O:32])[CH2:28][CH2:29][CH2:30][CH3:31])[S:13]([CH3:16])(=[O:15])=[O:14])[C:10](=[O:17])[C:9]2[C:4](=[CH:5][C:6]([C:23]([F:25])([F:26])[F:24])=[C:7]([C@H:18]3[CH2:22][CH2:21][CH2:20][O:19]3)[CH:8]=2)[NH:3]1, predict the reactants needed to synthesize it. (4) Given the product [Zn+2:69].[C:66]([S:65][CH2:64][C:60]1[CH:59]=[C:58]([C:18]2[C:16]3[NH:17][C:13]([C:12]([C:8]4[CH:9]=[CH:10][CH:11]=[C:6]([CH2:5][S:4][C:1](=[O:3])[CH3:2])[CH:7]=4)=[C:32]4[N:33]=[C:29]([C:28]([C:34]5[CH:39]=[CH:38][CH:37]=[C:36]([CH2:40][S:41][C:42](=[O:44])[CH3:43])[CH:35]=5)=[C:27]5[NH:45][C:24](=[C:23]([C:46]6[CH:51]=[CH:50][CH:49]=[C:48]([CH2:52][S:53][C:54](=[O:56])[CH3:55])[CH:47]=6)[C:22]6[CH:21]=[CH:20][C:19]=2[N:57]=6)[CH:25]=[CH:26]5)[CH:30]=[CH:31]4)=[CH:14][CH:15]=3)[CH:63]=[CH:62][CH:61]=1)(=[O:68])[CH3:67], predict the reactants needed to synthesize it. The reactants are: [C:1]([S:4][CH2:5][C:6]1[CH:7]=[C:8]([C:12]2[C:13]3[NH:17][C:16]([C:18]([C:58]4[CH:63]=[CH:62][CH:61]=[C:60]([CH2:64][S:65][C:66](=[O:68])[CH3:67])[CH:59]=4)=[C:19]4[N:57]=[C:22]([C:23]([C:46]5[CH:51]=[CH:50][CH:49]=[C:48]([CH2:52][S:53][C:54](=[O:56])[CH3:55])[CH:47]=5)=[C:24]5[NH:45][C:27](=[C:28]([C:34]6[CH:39]=[CH:38][CH:37]=[C:36]([CH2:40][S:41][C:42](=[O:44])[CH3:43])[CH:35]=6)[C:29]6[CH:30]=[CH:31][C:32]=2[N:33]=6)[CH:26]=[CH:25]5)[CH:21]=[CH:20]4)=[CH:15][CH:14]=3)[CH:9]=[CH:10][CH:11]=1)(=[O:3])[CH3:2].[Zn:69](OC(C)=O)OC(C)=O.O.O.O. (5) Given the product [CH2:1]([O:3][CH:4]([CH2:8][C:9]1[C:17]2[O:16][CH2:15][CH2:14][C:13]=2[C:12]([O:18][CH2:19][CH2:20][C:21]2[N:22]=[C:23]([C:27]3[CH:28]=[CH:29][CH:30]=[CH:31][CH:32]=3)[O:24][C:25]=2[CH3:26])=[CH:11][CH:10]=1)[C:5]([OH:7])=[O:6])[CH3:2], predict the reactants needed to synthesize it. The reactants are: [CH2:1]([O:3]/[C:4](=[CH:8]\[C:9]1[C:17]2[O:16][CH:15]=[CH:14][C:13]=2[C:12]([O:18][CH2:19][CH2:20][C:21]2[N:22]=[C:23]([C:27]3[CH:32]=[CH:31][CH:30]=[CH:29][CH:28]=3)[O:24][C:25]=2[CH3:26])=[CH:11][CH:10]=1)/[C:5]([OH:7])=[O:6])[CH3:2].